From a dataset of Reaction yield outcomes from USPTO patents with 853,638 reactions. Predict the reaction yield, written as a fraction of the theoretical maximum amount of product (1.0 means a 100% yield; for example, 0.34 means a 34% yield). (1) The reactants are [H-].[H-].[H-].[H-].[Li+].[Al+3].[C:7]1([C:13]2([C:19](O)=[O:20])[CH2:18][CH2:17][CH2:16][CH2:15][CH2:14]2)[CH:12]=[CH:11][CH:10]=[CH:9][CH:8]=1. No catalyst specified. The product is [C:7]1([C:13]2([CH2:19][OH:20])[CH2:18][CH2:17][CH2:16][CH2:15][CH2:14]2)[CH:12]=[CH:11][CH:10]=[CH:9][CH:8]=1. The yield is 0.890. (2) The reactants are [CH:1]([N:14]1[C:22]2[C:17](=[CH:18][C:19]([Cl:23])=[CH:20][CH:21]=2)[C:16]([CH2:24][CH2:25][O:26][C:27]2[CH:35]=[CH:34][C:30]([C:31]([OH:33])=[O:32])=[CH:29][CH:28]=2)=[C:15]1[CH2:36][CH2:37][NH:38]S(CC1C=CC=CC=1)(=O)=O)([C:8]1[CH:13]=[CH:12][CH:11]=[CH:10][CH:9]=1)[C:2]1[CH:7]=[CH:6][CH:5]=[CH:4][CH:3]=1.[Cl:49][C:50]1[CH:51]=[C:52]([S:57](Cl)(=[O:59])=[O:58])[CH:53]=[CH:54][C:55]=1[Cl:56]. No catalyst specified. The product is [CH:1]([N:14]1[C:22]2[C:17](=[CH:18][C:19]([Cl:23])=[CH:20][CH:21]=2)[C:16]([CH2:24][CH2:25][O:26][C:27]2[CH:35]=[CH:34][C:30]([C:31]([OH:33])=[O:32])=[CH:29][CH:28]=2)=[C:15]1[CH2:36][CH2:37][NH:38][S:57]([C:52]1[CH:53]=[CH:54][C:55]([Cl:56])=[C:50]([Cl:49])[CH:51]=1)(=[O:59])=[O:58])([C:2]1[CH:3]=[CH:4][CH:5]=[CH:6][CH:7]=1)[C:8]1[CH:9]=[CH:10][CH:11]=[CH:12][CH:13]=1. The yield is 0.600. (3) The reactants are [Cl:1][C:2]1[CH:7]=[CH:6][N:5]=[C:4]([NH2:8])[CH:3]=1.[Br:9]N1C(=O)CCC1=O.C(Cl)Cl.[OH-].[Na+]. The catalyst is C(Cl)(Cl)Cl. The product is [Br:9][C:7]1[C:2]([Cl:1])=[CH:3][C:4]([NH2:8])=[N:5][CH:6]=1. The yield is 0.380. (4) The yield is 0.309. The product is [NH:3]1[C:4]2[CH:9]=[CH:8][CH:7]=[CH:6][C:5]=2[N:1]=[C:2]1[CH2:10][CH2:11][C:12]([NH:39][CH2:40][C@@H:41]([OH:53])[CH2:42][N:43]1[CH2:52][CH2:51][C:50]2[C:45](=[CH:46][CH:47]=[CH:48][CH:49]=2)[CH2:44]1)=[O:14]. The reactants are [NH:1]1[C:5]2[CH:6]=[CH:7][CH:8]=[CH:9][C:4]=2[N:3]=[C:2]1[CH2:10][CH2:11][C:12]([OH:14])=O.CN(C(ON1N=NC2C=CC=NC1=2)=[N+](C)C)C.F[P-](F)(F)(F)(F)F.[NH2:39][CH2:40][C@@H:41]([OH:53])[CH2:42][N:43]1[CH2:52][CH2:51][C:50]2[C:45](=[CH:46][CH:47]=[CH:48][CH:49]=2)[CH2:44]1. The catalyst is C(Cl)Cl. (5) The product is [OH:15][C:12]1[CH:13]=[CH:14][C:9]([S:8][C:7]2[CH:6]=[CH:5][C:4]([OH:16])=[CH:3][C:2]=2[NH:1][C:29]2[C:19]3[CH:24]=[CH:23][CH:22]=[N:21][C:20]=3[N:25]=[CH:26][N:27]=2)=[CH:10][CH:11]=1. The yield is 0.350. No catalyst specified. The reactants are [NH2:1][C:2]1[CH:3]=[C:4]([OH:16])[CH:5]=[CH:6][C:7]=1[S:8][C:9]1[CH:14]=[CH:13][C:12]([OH:15])=[CH:11][CH:10]=1.C([C:19]1[C:20]([N:25]=[CH:26][N:27]([CH3:29])C)=[N:21][CH:22]=[CH:23][CH:24]=1)#N.NC1C=C(OCC2C=CC=C(F)C=2)C=CC=1SC1C=CC(O)=CC=1. (6) The reactants are [CH3:1][O:2][C:3](=[O:13])[CH:4]=[CH:5][C:6]1[CH:7]=[N:8][C:9]([CH3:12])=[N:10][CH:11]=1.C(Cl)Cl. The catalyst is [Pd].C(O)C. The product is [CH3:1][O:2][C:3](=[O:13])[CH2:4][CH2:5][C:6]1[CH:7]=[N:8][C:9]([CH3:12])=[N:10][CH:11]=1. The yield is 0.900. (7) The reactants are [Cl:1][C:2]1[S:3][CH:4]=[C:5]([CH2:7]Cl)[N:6]=1.[NH:9]1[CH2:13][CH2:12][CH2:11][CH2:10]1.C(=O)([O-])[O-].[K+].[K+]. The catalyst is CN(C=O)C. The product is [Cl:1][C:2]1[S:3][CH:4]=[C:5]([CH2:7][N:9]2[CH2:13][CH2:12][CH2:11][CH2:10]2)[N:6]=1. The yield is 0.630. (8) The reactants are Br[C:2]1[S:3][CH:4]=[CH:5][N:6]=1.[C:7]([O:11][C:12]([N:14]1[CH2:21][CH:20]2[CH:16]([CH2:17][NH:18][CH2:19]2)[CH2:15]1)=[O:13])([CH3:10])([CH3:9])[CH3:8]. The catalyst is C(O)CCC. The product is [C:7]([O:11][C:12]([N:14]1[CH2:15][CH:16]2[CH:20]([CH2:19][N:18]([C:2]3[S:3][CH:4]=[CH:5][N:6]=3)[CH2:17]2)[CH2:21]1)=[O:13])([CH3:10])([CH3:8])[CH3:9]. The yield is 0.250. (9) The reactants are [NH2:1][CH2:2][C:3]1[O:4][CH:5]=[C:6]([O:10][CH2:11][C:12]2[CH:17]=[CH:16][CH:15]=[CH:14][CH:13]=2)[C:7](=[O:9])[CH:8]=1.N1C=CC=CC=1.[C:24]1([S:30](Cl)(=[O:32])=[O:31])[CH:29]=[CH:28][CH:27]=[CH:26][CH:25]=1. The catalyst is ClCCl. The product is [CH2:11]([O:10][C:6]1[C:7](=[O:9])[CH:8]=[C:3]([CH2:2][NH:1][S:30]([C:24]2[CH:29]=[CH:28][CH:27]=[CH:26][CH:25]=2)(=[O:32])=[O:31])[O:4][CH:5]=1)[C:12]1[CH:17]=[CH:16][CH:15]=[CH:14][CH:13]=1. The yield is 0.325. (10) The reactants are [F:1][C:2]1[C:10]([CH3:11])=[CH:9][C:8]([C:12]2[CH:17]=[CH:16][CH:15]=[C:14]([F:18])[CH:13]=2)=[CH:7][C:3]=1[C:4]([OH:6])=O.C(Cl)(C(Cl)=O)=O.[NH2:25][C:26]1[C:27]([CH3:34])=[C:28]([OH:33])[CH:29]=[CH:30][C:31]=1[F:32].C([O-])(O)=O.[Na+].Cl. The catalyst is C(Cl)Cl.CN(C=O)C.C1COCC1.O. The product is [F:1][C:2]1[C:10]([CH3:11])=[CH:9][C:8]([C:12]2[CH:17]=[CH:16][CH:15]=[C:14]([F:18])[CH:13]=2)=[CH:7][C:3]=1[C:4]([NH:25][C:26]1[C:31]([F:32])=[CH:30][CH:29]=[C:28]([OH:33])[C:27]=1[CH3:34])=[O:6]. The yield is 0.530.